Predict the reactants needed to synthesize the given product. From a dataset of Full USPTO retrosynthesis dataset with 1.9M reactions from patents (1976-2016). (1) Given the product [N:10]([C:9]1[CH:11]=[CH:12][C:6]([S:3]([CH3:2])(=[O:4])=[O:5])=[CH:7][CH:8]=1)=[C:18]=[S:19], predict the reactants needed to synthesize it. The reactants are: Cl.[CH3:2][S:3]([C:6]1[CH:12]=[CH:11][C:9]([NH2:10])=[CH:8][CH:7]=1)(=[O:5])=[O:4].C(=O)([O-])[O-].[Ca+2].[C:18](Cl)(Cl)=[S:19]. (2) The reactants are: COC(=O)[NH:4][CH:5]([C:9]([N:11]1[CH2:15][CH2:14][CH2:13][CH:12]1[C:16]1[NH:17][C:18]([C:21]2[CH:26]=[CH:25][C:24](Br)=[CH:23][CH:22]=2)=[CH:19][N:20]=1)=[O:10])[CH:6]([CH3:8])[CH3:7].[CH3:29][O:30][C:31](=[O:70])[NH:32][CH:33]([C:37]([N:39]1[CH:44]([C:45]2[NH:46][C:47]([C:50]3[CH:59]=[CH:58][C:57]4[C:52](=[CH:53][CH:54]=[C:55](B5OC(C)(C)C(C)(C)O5)[CH:56]=4)[CH:51]=3)=[CH:48][N:49]=2)[CH:43]2[CH2:69][CH:40]1[CH2:41][CH2:42]2)=[O:38])[CH:34]([CH3:36])[CH3:35].[C:71]([O-:74])([OH:73])=O.[Na+].[CH3:76]OCCOC. Given the product [CH3:29][O:30][C:31](=[O:70])[NH:32][CH:33]([C:37]([N:39]1[CH:44]([C:45]2[NH:46][C:47]([C:50]3[CH:59]=[CH:58][C:57]4[C:52](=[CH:53][CH:54]=[C:55]([C:24]5[CH:23]=[CH:22][C:21]([C:18]6[NH:17][C:16]([CH:12]7[CH2:13][CH2:14][CH2:15][N:11]7[C:9](=[O:10])[CH:5]([NH:4][C:71]([O:74][CH3:76])=[O:73])[CH:6]([CH3:7])[CH3:8])=[N:20][CH:19]=6)=[CH:26][CH:25]=5)[CH:56]=4)[CH:51]=3)=[CH:48][N:49]=2)[CH:43]2[CH2:69][CH:40]1[CH2:41][CH2:42]2)=[O:38])[CH:34]([CH3:35])[CH3:36], predict the reactants needed to synthesize it. (3) Given the product [F:45][C:40]1[CH:39]=[C:38]([C@H:35]2[N:32]3[C:33](=[O:34])/[C:27](=[CH:8]/[C:7]4[CH:10]=[CH:11][C:12]([N:13]5[CH:17]=[C:16]([CH3:18])[N:15]=[CH:14]5)=[C:5]([O:4][CH3:3])[CH:6]=4)/[CH2:28][CH2:29][CH2:30][C@H:31]3[CH2:37][CH2:36]2)[CH:43]=[CH:42][C:41]=1[F:44], predict the reactants needed to synthesize it. The reactants are: [OH-].[Li+].[CH3:3][O:4][C:5]1[CH:6]=[C:7]([CH:10]=[CH:11][C:12]=1[N:13]1[CH:17]=[C:16]([CH3:18])[N:15]=[CH:14]1)[CH:8]=O.C(OP([CH:27]1[C:33](=[O:34])[N:32]2[C@H:35]([C:38]3[CH:43]=[CH:42][C:41]([F:44])=[C:40]([F:45])[CH:39]=3)[CH2:36][CH2:37][C@@H:31]2[CH2:30][CH2:29][CH2:28]1)(=O)OCC)C.C(O)C. (4) Given the product [CH:1]1([CH2:7][C:8]2[N:12]([CH3:13])[C:11]([C:14]([NH2:32])=[O:15])=[CH:10][C:9]=2[C:17]2[CH:18]=[C:19]([C:27]([CH3:30])([CH3:29])[CH3:28])[CH:20]=[C:21]([C:23]([CH3:25])([CH3:26])[CH3:24])[CH:22]=2)[CH2:6][CH2:5][CH2:4][CH2:3][CH2:2]1, predict the reactants needed to synthesize it. The reactants are: [CH:1]1([CH2:7][C:8]2[N:12]([CH3:13])[C:11]([C:14](O)=[O:15])=[CH:10][C:9]=2[C:17]2[CH:22]=[C:21]([C:23]([CH3:26])([CH3:25])[CH3:24])[CH:20]=[C:19]([C:27]([CH3:30])([CH3:29])[CH3:28])[CH:18]=2)[CH2:6][CH2:5][CH2:4][CH2:3][CH2:2]1.C[N:32](C(ON1N=NC2C=CC=NC1=2)=[N+](C)C)C.F[P-](F)(F)(F)(F)F.[NH4+].[Cl-]. (5) Given the product [O:24]1[C:23]2[CH:22]=[CH:21][CH:20]=[C:19]([CH2:18][N:13]([CH2:12][C:8]3[CH:7]=[C:6]([CH2:5][C:4]([OH:29])=[O:3])[CH:11]=[CH:10][CH:9]=3)[S:14]([CH3:17])(=[O:15])=[O:16])[C:28]=2[O:27][CH2:26][CH2:25]1, predict the reactants needed to synthesize it. The reactants are: C([O:3][C:4](=[O:29])[CH2:5][C:6]1[CH:11]=[CH:10][CH:9]=[C:8]([CH2:12][N:13]([CH2:18][C:19]2[C:28]3[O:27][CH2:26][CH2:25][O:24][C:23]=3[CH:22]=[CH:21][CH:20]=2)[S:14]([CH3:17])(=[O:16])=[O:15])[CH:7]=1)C.[OH-].[Na+]. (6) Given the product [F:19][C:18]([F:21])([F:20])[C:15]1[CH:16]=[CH:17][C:12]([CH2:11][C:8]2[CH:9]=[CH:10][C:5]([O:4][C:2]([N:36]3[CH2:35][CH2:34][CH:33]([CH2:32][C:31]4[CH:39]=[CH:40][C:28]([CH2:27][C:26]5[N:22]=[N:23][NH:24][N:25]=5)=[CH:29][CH:30]=4)[CH2:38][CH2:37]3)=[O:3])=[CH:6][CH:7]=2)=[CH:13][CH:14]=1, predict the reactants needed to synthesize it. The reactants are: Cl[C:2]([O:4][C:5]1[CH:10]=[CH:9][C:8]([CH2:11][C:12]2[CH:17]=[CH:16][C:15]([C:18]([F:21])([F:20])[F:19])=[CH:14][CH:13]=2)=[CH:7][CH:6]=1)=[O:3].[N:22]1[NH:23][N:24]=[N:25][C:26]=1[CH2:27][C:28]1[CH:40]=[CH:39][C:31]([CH2:32][CH:33]2[CH2:38][CH2:37][NH:36][CH2:35][CH2:34]2)=[CH:30][CH:29]=1. (7) Given the product [NH2:17][C:13]1[CH:14]=[CH:15][CH:16]=[C:11]([O:10][CH2:9][CH2:8][C:5]2[CH:6]=[CH:7][C:2]([NH2:1])=[CH:3][C:4]=2[CH:20]=[N:21][C:22]([O:24][C:25]([CH3:28])([CH3:27])[CH3:26])=[O:23])[CH:12]=1, predict the reactants needed to synthesize it. The reactants are: [NH2:1][C:2]1[CH:7]=[CH:6][C:5]([CH2:8][CH2:9][O:10][C:11]2[CH:12]=[C:13]([N+:17]([O-])=O)[CH:14]=[CH:15][CH:16]=2)=[C:4]([CH:20]=[N:21][C:22]([O:24][C:25]([CH3:28])([CH3:27])[CH3:26])=[O:23])[CH:3]=1. (8) Given the product [N:19]1([C:22]([C:24]2[C:32]3[CH:31]=[CH:30][C:29]([C:39]4[CH:44]=[CH:43][CH:42]=[CH:41][CH:40]=4)([C:33]4[CH:34]=[CH:35][CH:36]=[CH:37][CH:38]=4)[CH2:28][C:27]=3[NH:26][N:25]=2)=[O:23])[CH2:21][CH2:20]1, predict the reactants needed to synthesize it. The reactants are: [F-].C([N+](CCCC)(CCCC)CCCC)CCC.[N:19]1([C:22]([C:24]2[C:32]3[CH:31]=[CH:30][C:29]([C:39]4[CH:44]=[CH:43][CH:42]=[CH:41][CH:40]=4)([C:33]4[CH:38]=[CH:37][CH:36]=[CH:35][CH:34]=4)[CH2:28][C:27]=3[N:26](COCC[Si](C)(C)C)[N:25]=2)=[O:23])[CH2:21][CH2:20]1.O. (9) Given the product [Cl:1][C:2]1[N:7]=[C:6]([O:8][C:9]2[CH:14]=[CH:13][C:12]([NH2:15])=[CH:11][CH:10]=2)[CH:5]=[CH:4][N:3]=1, predict the reactants needed to synthesize it. The reactants are: [Cl:1][C:2]1[N:7]=[C:6]([O:8][C:9]2[CH:14]=[CH:13][C:12]([NH2:15])=[C:11](C)[CH:10]=2)[CH:5]=[CH:4][N:3]=1.ClC1N=C(OC2C=CC([N+]([O-])=O)=CC=2)C=CN=1. (10) The reactants are: [Cl:1][C:2]1[CH:3]=[C:4]2[C:9](=[CH:10][C:11]=1F)[O:8][CH:7]([C:13]([F:16])([F:15])[F:14])[C:6]([C:17]([O:19][CH2:20][CH3:21])=[O:18])=[CH:5]2.C[C:23](C)(C)[CH2:24][CH2:25][NH2:26].[C:29]([O-])([O-])=O.[K+].[K+]. Given the product [Cl:1][C:2]1[CH:3]=[C:4]2[C:9](=[CH:10][C:11]=1[NH:26][CH:25]([CH2:24][CH3:23])[CH3:29])[O:8][CH:7]([C:13]([F:16])([F:15])[F:14])[C:6]([C:17]([O:19][CH2:20][CH3:21])=[O:18])=[CH:5]2, predict the reactants needed to synthesize it.